Regression. Given two drug SMILES strings and cell line genomic features, predict the synergy score measuring deviation from expected non-interaction effect. From a dataset of NCI-60 drug combinations with 297,098 pairs across 59 cell lines. (1) Drug 1: C1=CC(=C2C(=C1NCCNCCO)C(=O)C3=C(C=CC(=C3C2=O)O)O)NCCNCCO. Drug 2: C1CC(C1)(C(=O)O)C(=O)O.[NH2-].[NH2-].[Pt+2]. Cell line: SNB-19. Synergy scores: CSS=37.3, Synergy_ZIP=-10.7, Synergy_Bliss=-12.0, Synergy_Loewe=-11.0, Synergy_HSA=-7.25. (2) Drug 1: C1=CN(C(=O)N=C1N)C2C(C(C(O2)CO)O)O.Cl. Drug 2: C1C(C(OC1N2C=NC(=NC2=O)N)CO)O. Cell line: SF-268. Synergy scores: CSS=10.4, Synergy_ZIP=2.94, Synergy_Bliss=-0.761, Synergy_Loewe=-1.12, Synergy_HSA=-1.36. (3) Drug 1: CN(C)N=NC1=C(NC=N1)C(=O)N. Drug 2: CC1=C(C(=O)C2=C(C1=O)N3CC4C(C3(C2COC(=O)N)OC)N4)N. Cell line: DU-145. Synergy scores: CSS=52.1, Synergy_ZIP=-3.29, Synergy_Bliss=-8.31, Synergy_Loewe=-48.8, Synergy_HSA=-8.65. (4) Drug 1: CS(=O)(=O)C1=CC(=C(C=C1)C(=O)NC2=CC(=C(C=C2)Cl)C3=CC=CC=N3)Cl. Drug 2: CCCCC(=O)OCC(=O)C1(CC(C2=C(C1)C(=C3C(=C2O)C(=O)C4=C(C3=O)C=CC=C4OC)O)OC5CC(C(C(O5)C)O)NC(=O)C(F)(F)F)O. Cell line: NCI/ADR-RES. Synergy scores: CSS=7.93, Synergy_ZIP=-0.797, Synergy_Bliss=0.844, Synergy_Loewe=0.704, Synergy_HSA=0.985. (5) Drug 1: CN1C2=C(C=C(C=C2)N(CCCl)CCCl)N=C1CCCC(=O)O.Cl. Drug 2: N.N.Cl[Pt+2]Cl. Cell line: MDA-MB-435. Synergy scores: CSS=17.1, Synergy_ZIP=-4.85, Synergy_Bliss=-3.08, Synergy_Loewe=-12.6, Synergy_HSA=-5.45. (6) Drug 1: C1=CC(=CC=C1CCC2=CNC3=C2C(=O)NC(=N3)N)C(=O)NC(CCC(=O)O)C(=O)O. Drug 2: CC12CCC3C(C1CCC2O)C(CC4=C3C=CC(=C4)O)CCCCCCCCCS(=O)CCCC(C(F)(F)F)(F)F. Cell line: HT29. Synergy scores: CSS=37.0, Synergy_ZIP=0.111, Synergy_Bliss=-0.177, Synergy_Loewe=-1.77, Synergy_HSA=2.11.